Dataset: Full USPTO retrosynthesis dataset with 1.9M reactions from patents (1976-2016). Task: Predict the reactants needed to synthesize the given product. (1) The reactants are: Br[C:2]1[N:3]=[CH:4][C:5]([N:8]2[CH2:13][CH2:12][N:11]([C:14]([O:16][C:17]([CH3:20])([CH3:19])[CH3:18])=[O:15])[CH2:10][CH2:9]2)=[N:6][CH:7]=1.[Li+].C[Si]([N-:26][Si](C)(C)C)(C)C.C(#N)C.Cl. Given the product [NH2:26][C:2]1[N:3]=[CH:4][C:5]([N:8]2[CH2:13][CH2:12][N:11]([C:14]([O:16][C:17]([CH3:20])([CH3:19])[CH3:18])=[O:15])[CH2:10][CH2:9]2)=[N:6][CH:7]=1, predict the reactants needed to synthesize it. (2) Given the product [Br:1][C:2]1[CH:3]=[CH:4][C:5]([CH2:6][N:7]2[C:11]([CH:12]([OH:13])[CH3:24])=[C:10]([Cl:14])[N:9]=[C:8]2[C:15]2[CH:20]=[CH:19][CH:18]=[CH:17][CH:16]=2)=[CH:21][CH:22]=1, predict the reactants needed to synthesize it. The reactants are: [Br:1][C:2]1[CH:22]=[CH:21][C:5]([CH2:6][N:7]2[C:11]([CH:12]=[O:13])=[C:10]([Cl:14])[N:9]=[C:8]2[C:15]2[CH:20]=[CH:19][CH:18]=[CH:17][CH:16]=2)=[CH:4][CH:3]=1.[Mg].[CH3:24]I.OS([O-])(=O)=O.[Na+]. (3) Given the product [C:1]([O:5][C:6](=[O:16])[N:7]([C:9]1[CH:14]=[CH:13][C:12]([C:21]#[C:20][CH2:19][CH2:18][CH2:17][OH:22])=[CH:11][CH:10]=1)[CH3:8])([CH3:4])([CH3:3])[CH3:2], predict the reactants needed to synthesize it. The reactants are: [C:1]([O:5][C:6](=[O:16])[N:7]([C:9]1[CH:14]=[CH:13][C:12](I)=[CH:11][CH:10]=1)[CH3:8])([CH3:4])([CH3:3])[CH3:2].[CH2:17]([OH:22])[CH2:18][CH2:19][C:20]#[CH:21]. (4) Given the product [Cl:23][C:24]1[N:29]=[CH:28][C:27]2[CH:30]=[N:31][N:32]([C:2]3[N:7]=[C:6]([C:8]4([OH:22])[CH2:14][CH2:13][CH2:12][N:11]([C:15]([O:17][C:18]([CH3:21])([CH3:20])[CH3:19])=[O:16])[CH2:10][CH2:9]4)[CH:5]=[CH:4][CH:3]=3)[C:26]=2[CH:25]=1, predict the reactants needed to synthesize it. The reactants are: Br[C:2]1[N:7]=[C:6]([C:8]2([OH:22])[CH2:14][CH2:13][CH2:12][N:11]([C:15]([O:17][C:18]([CH3:21])([CH3:20])[CH3:19])=[O:16])[CH2:10][CH2:9]2)[CH:5]=[CH:4][CH:3]=1.[Cl:23][C:24]1[N:29]=[CH:28][C:27]2[CH:30]=[N:31][NH:32][C:26]=2[CH:25]=1.C([O-])([O-])=O.[K+].[K+].CNCCNC. (5) The reactants are: [CH2:1]([N:4]1[CH2:8][CH2:7][CH2:6][C:5]1=[O:9])[CH:2]=[CH2:3].C(N(CC)CC)C.C1(C)C=CC=CC=1P(C1C=CC=CC=1C)C1C=CC=CC=1C.Br[C:40]1[CH:49]=[CH:48][C:47]2[N:46]=[C:45]([NH2:50])[C:44]3[N:51]=[CH:52][N:53]([CH2:54][CH:55]([CH3:57])[CH3:56])[C:43]=3[C:42]=2[CH:41]=1. Given the product [NH2:50][C:45]1[C:44]2[N:51]=[CH:52][N:53]([CH2:54][CH:55]([CH3:57])[CH3:56])[C:43]=2[C:42]2[CH:41]=[C:40](/[CH:3]=[CH:2]/[CH2:1][N:4]3[CH2:8][CH2:7][CH2:6][C:5]3=[O:9])[CH:49]=[CH:48][C:47]=2[N:46]=1, predict the reactants needed to synthesize it. (6) The reactants are: [F:1][C:2]1[CH:11]=[C:10]2[C:5]([CH:6]=[CH:7][C:8](=[O:28])[N:9]2[CH2:12][CH2:13][N:14]2[CH2:19][CH2:18][CH:17]([NH:20]C(=O)OC(C)(C)C)[CH2:16][CH2:15]2)=[N:4][CH:3]=1.Cl.C(O)C. Given the product [NH2:20][CH:17]1[CH2:16][CH2:15][N:14]([CH2:13][CH2:12][N:9]2[C:10]3[C:5](=[N:4][CH:3]=[C:2]([F:1])[CH:11]=3)[CH:6]=[CH:7][C:8]2=[O:28])[CH2:19][CH2:18]1, predict the reactants needed to synthesize it.